Dataset: Full USPTO retrosynthesis dataset with 1.9M reactions from patents (1976-2016). Task: Predict the reactants needed to synthesize the given product. (1) Given the product [C:1]([C:4]1[C:22](=[O:23])[C@@:8]2([CH3:24])[C:9]3[C:15]([OH:16])=[CH:14][C:13]([O:17][CH3:18])=[C:12]([C:19]([NH:21][CH2:29][C:28]4[C:27]([F:26])=[CH:34][CH:33]=[CH:32][C:31]=4[F:35])=[O:20])[C:10]=3[O:11][C:7]2=[CH:6][C:5]=1[OH:25])(=[O:3])[CH3:2], predict the reactants needed to synthesize it. The reactants are: [C:1]([C:4]1[C:22](=[O:23])[C@@:8]2([CH3:24])[C:9]3[C:15]([OH:16])=[CH:14][C:13]([O:17][CH3:18])=[C:12]([C:19]([NH2:21])=[O:20])[C:10]=3[O:11][C:7]2=[CH:6][C:5]=1[OH:25])(=[O:3])[CH3:2].[F:26][C:27]1[CH:34]=[CH:33][CH:32]=[C:31]([F:35])[C:28]=1[CH:29]=O.C([SiH](CC)CC)C.FC(F)(F)C(O)=O. (2) Given the product [CH2:13]([C@H:20]1[CH2:24][N:23]([C:10](=[O:12])[CH2:9][N:4]2[C:3](=[O:2])[CH2:7][S:6][C:5]2=[S:8])[C@H:22]([C:25]([NH:27][C:28]2[CH:33]=[CH:32][C:31]([O:34][C:35]3[CH:36]=[CH:37][C:38]([F:41])=[CH:39][CH:40]=3)=[CH:30][CH:29]=2)=[O:26])[CH2:21]1)[C:14]1[CH:15]=[CH:16][CH:17]=[CH:18][CH:19]=1, predict the reactants needed to synthesize it. The reactants are: Cl.[O:2]=[C:3]1[CH2:7][S:6][C:5](=[S:8])[N:4]1[CH2:9][C:10]([OH:12])=O.[CH2:13]([C@H:20]1[CH2:24][NH:23][C@H:22]([C:25]([NH:27][C:28]2[CH:33]=[CH:32][C:31]([O:34][C:35]3[CH:40]=[CH:39][C:38]([F:41])=[CH:37][CH:36]=3)=[CH:30][CH:29]=2)=[O:26])[CH2:21]1)[C:14]1[CH:19]=[CH:18][CH:17]=[CH:16][CH:15]=1. (3) Given the product [CH:39]1([O:38][C:36]([N:9]2[CH2:10][C@H:11]([S:13]([C:16]3[CH:21]=[CH:20][CH:19]=[CH:18][C:17]=3[C:22]([F:25])([F:23])[F:24])(=[O:15])=[O:14])[CH2:12][C@H:8]2[C:6](=[O:7])[NH:5][CH2:4][C:2]#[N:3])=[O:37])[CH2:43][CH2:42][CH2:41][CH2:40]1, predict the reactants needed to synthesize it. The reactants are: Cl.[C:2]([CH2:4][NH:5][C:6]([C@@H:8]1[CH2:12][C@@H:11]([S:13]([C:16]2[CH:21]=[CH:20][CH:19]=[CH:18][C:17]=2[C:22]([F:25])([F:24])[F:23])(=[O:15])=[O:14])[CH2:10][NH:9]1)=[O:7])#[N:3].C(N(C(C)C)CC)(C)C.Cl[C:36]([O:38][CH:39]1[CH2:43][CH2:42][CH2:41][CH2:40]1)=[O:37].